This data is from Catalyst prediction with 721,799 reactions and 888 catalyst types from USPTO. The task is: Predict which catalyst facilitates the given reaction. (1) Reactant: [CH2:1]1[O:3][CH2:2]1.[CH3:4][O:5][C:6]1[CH:11]=[CH:10][CH:9]=[C:8]([CH:12]=[CH2:13])[CH:7]=1.[Br:14]N1C(=O)CCC1=O.[N+:22]([C:25]1[CH:30]=[CH:29][C:28]([S:31]([NH2:34])(=[O:33])=[O:32])=[CH:27][CH:26]=1)([O-:24])=[O:23]. Product: [Br:14][CH2:13][CH:12]([C:8]1[CH:9]=[CH:10][CH:11]=[C:6]([O:5][CH3:4])[CH:7]=1)[O:3][CH2:1][CH2:2][NH:34][S:31]([C:28]1[CH:27]=[CH:26][C:25]([N+:22]([O-:24])=[O:23])=[CH:30][CH:29]=1)(=[O:32])=[O:33]. The catalyst class is: 2. (2) Reactant: C([O:3][C:4](=[O:30])[C:5]1[CH:10]=[CH:9][C:8]([CH:11]([CH:24]2[CH2:27][C:26]([CH3:29])([CH3:28])[CH2:25]2)[NH:12][C:13]2[C:22]([CH3:23])=[CH:21][C:20]3[C:15](=[CH:16][CH:17]=[CH:18][CH:19]=3)[N:14]=2)=[CH:7][CH:6]=1)C.[OH-].[Na+].Cl. The catalyst class is: 83. Product: [CH3:28][C:26]1([CH3:29])[CH2:25][CH:24]([CH:11]([NH:12][C:13]2[C:22]([CH3:23])=[CH:21][C:20]3[C:15](=[CH:16][CH:17]=[CH:18][CH:19]=3)[N:14]=2)[C:8]2[CH:7]=[CH:6][C:5]([C:4]([OH:30])=[O:3])=[CH:10][CH:9]=2)[CH2:27]1.